From a dataset of Catalyst prediction with 721,799 reactions and 888 catalyst types from USPTO. Predict which catalyst facilitates the given reaction. Reactant: [NH2:1][C:2]1[CH:7]=[CH:6][C:5]([CH2:8][CH2:9][C:10]#[N:11])=[CH:4][CH:3]=1.[Cl:12]N1C(=O)CCC1=O. Product: [NH2:1][C:2]1[CH:3]=[CH:4][C:5]([CH2:8][CH2:9][C:10]#[N:11])=[CH:6][C:7]=1[Cl:12]. The catalyst class is: 32.